From a dataset of Forward reaction prediction with 1.9M reactions from USPTO patents (1976-2016). Predict the product of the given reaction. (1) Given the reactants [CH2:1]([O:4][CH2:5][C:6]1[CH:19]=[CH:18][C:9]([C:10]([C:12]2[CH:17]=[CH:16][CH:15]=[CH:14][CH:13]=2)=O)=[CH:8][CH:7]=1)[CH:2]=[CH2:3].O.[NH2:21][NH2:22], predict the reaction product. The product is: [CH2:1]([O:4][CH2:5][C:6]1[CH:19]=[CH:18][C:9]([C:10](=[N:21][NH2:22])[C:12]2[CH:17]=[CH:16][CH:15]=[CH:14][CH:13]=2)=[CH:8][CH:7]=1)[CH:2]=[CH2:3]. (2) Given the reactants [NH2:1][C:2]1[N:7]=[CH:6][N:5]=[C:4]2[N:8]([CH:12]([C:14]3[C:15]([O:37][CH2:38][CH3:39])=[C:16]([CH:23]4[CH2:26][N:25]([C:27]([CH3:36])([CH3:35])[C:28]([O:30]C(C)(C)C)=[O:29])[CH2:24]4)[C:17]([C:21]#[N:22])=[C:18]([Cl:20])[CH:19]=3)[CH3:13])[N:9]=[C:10]([CH3:11])[C:3]=12.[F:40][C:41]([F:46])([F:45])[C:42]([OH:44])=[O:43], predict the reaction product. The product is: [F:40][C:41]([F:46])([F:45])[C:42]([OH:44])=[O:43].[F:40][C:41]([F:46])([F:45])[C:42]([OH:44])=[O:43].[NH2:1][C:2]1[N:7]=[CH:6][N:5]=[C:4]2[N:8]([CH:12]([C:14]3[C:15]([O:37][CH2:38][CH3:39])=[C:16]([CH:23]4[CH2:26][N:25]([C:27]([CH3:35])([CH3:36])[C:28]([OH:30])=[O:29])[CH2:24]4)[C:17]([C:21]#[N:22])=[C:18]([Cl:20])[CH:19]=3)[CH3:13])[N:9]=[C:10]([CH3:11])[C:3]=12. (3) Given the reactants S(S([O-])=O)([O-])=O.[Na+].[Na+].[CH3:9][O:10][C:11]1[CH:16]=[CH:15][C:14]([C:17]2[NH:21][N:20]=[C:19]([CH3:22])[C:18]=2[N:23]=O)=[CH:13][CH:12]=1.O, predict the reaction product. The product is: [CH3:9][O:10][C:11]1[CH:16]=[CH:15][C:14]2[C:17]3[NH:21][N:20]=[C:19]([CH3:22])[C:18]=3[N:23]=[C:17]([C:14]3[CH:15]=[CH:16][CH:11]=[CH:12][CH:13]=3)[C:13]=2[CH:12]=1. (4) Given the reactants [N+:1]([C:4]1[CH:13]=[CH:12][CH:11]=[C:10]2[C:5]=1[CH:6]=[CH:7][C:8](Cl)=[N:9]2)([O-])=O.[F:15][C:16]1[CH:21]=[CH:20][C:19]([S:22](Cl)(=[O:24])=[O:23])=[CH:18][CH:17]=1.[CH3:26][S:27][C:28]1[CH:35]=[CH:34][CH:33]=[CH:32][C:29]=1[CH2:30][NH2:31], predict the reaction product. The product is: [F:15][C:16]1[CH:21]=[CH:20][C:19]([S:22]([NH:1][C:4]2[CH:13]=[CH:12][CH:11]=[C:10]3[C:5]=2[CH:6]=[CH:7][C:8]([NH:31][CH2:30][C:29]2[CH:32]=[CH:33][CH:34]=[CH:35][C:28]=2[S:27][CH3:26])=[N:9]3)(=[O:24])=[O:23])=[CH:18][CH:17]=1. (5) Given the reactants [NH2:1][C:2]1[N:7]=[C:6]([N:8]2[CH2:20][CH2:19][C:11]3([CH2:15][NH:14][C@H:13]([C:16]([OH:18])=[O:17])[CH2:12]3)[CH2:10][CH2:9]2)[CH:5]=[C:4]([O:21][C@H:22]([C:27]2[CH:32]=[CH:31][C:30]([Cl:33])=[CH:29][C:28]=2N2C=CC(C)=N2)[C:23]([F:26])([F:25])[F:24])[N:3]=1.NC1N=C(N2CCC3(CN(C(OC[C:59]4[CH:64]=[CH:63][CH:62]=[CH:61][CH:60]=4)=O)[C@H](C(OCC)=O)C3)CC2)C=C(O[C@@H]([C:59]2[CH:64]=[CH:63][C:62](Cl)=[CH:61][C:60]=2Br)C(F)(F)F)N=1, predict the reaction product. The product is: [NH2:1][C:2]1[N:7]=[C:6]([N:8]2[CH2:9][CH2:10][C:11]3([CH2:15][NH:14][C@H:13]([C:16]([OH:18])=[O:17])[CH2:12]3)[CH2:19][CH2:20]2)[CH:5]=[C:4]([O:21][C@@H:22]([C:27]2[CH:32]=[CH:31][C:30]([Cl:33])=[CH:29][C:28]=2[C:59]2[CH:64]=[CH:63][CH:62]=[CH:61][CH:60]=2)[C:23]([F:25])([F:24])[F:26])[N:3]=1. (6) Given the reactants [Cl:1][C:2]1[CH:7]=[C:6]([Cl:8])[CH:5]=[CH:4][C:3]=1[C:9](=O)[CH2:10][C:11](=O)[C:12](OCC)=O.[N:19]([O-])=O.[Na+].[CH3:23][NH:24][NH2:25].Cl.[C:27]([OH:30])(=[O:29])[CH3:28], predict the reaction product. The product is: [CH3:23][N:24]1[C:9]([C:3]2[CH:4]=[CH:5][C:6]([Cl:8])=[CH:7][C:2]=2[Cl:1])=[C:10]([NH2:19])[C:11]([CH2:12][CH2:28][C:27]([OH:30])=[O:29])=[N:25]1. (7) Given the reactants [C:1](#[N:8])[C:2]1[CH:7]=[CH:6][N:5]=[CH:4][CH:3]=1.[OH:9][NH2:10], predict the reaction product. The product is: [OH:9][NH:10][C:1](=[NH:8])[C:2]1[CH:7]=[CH:6][N:5]=[CH:4][CH:3]=1. (8) Given the reactants [OH:1][C:2]1[CH:7]=[CH:6][C:5]([C:8]2[C:12]3[CH:13]=[C:14]([C:17]([O:19]C)=[O:18])[CH:15]=[CH:16][C:11]=3[S:10][CH:9]=2)=[CH:4][CH:3]=1.Cl[CH2:22][C:23]1[C:24]([C:31]2[C:36]([Cl:37])=[CH:35][CH:34]=[CH:33][C:32]=2[Cl:38])=[N:25][O:26][C:27]=1[CH:28]([CH3:30])[CH3:29].C(=O)([O-])[O-].[K+].[K+].[OH-].[Na+], predict the reaction product. The product is: [Cl:37][C:36]1[CH:35]=[CH:34][CH:33]=[C:32]([Cl:38])[C:31]=1[C:24]1[C:23]([CH2:22][O:1][C:2]2[CH:7]=[CH:6][C:5]([C:8]3[C:12]4[CH:13]=[C:14]([C:17]([OH:19])=[O:18])[CH:15]=[CH:16][C:11]=4[S:10][CH:9]=3)=[CH:4][CH:3]=2)=[C:27]([CH:28]([CH3:30])[CH3:29])[O:26][N:25]=1.